Task: Binary Classification. Given a miRNA mature sequence and a target amino acid sequence, predict their likelihood of interaction.. Dataset: Experimentally validated miRNA-target interactions with 360,000+ pairs, plus equal number of negative samples (1) The miRNA is hsa-miR-218-2-3p with sequence CAUGGUUCUGUCAAGCACCGCG. The protein sequence of the target gene is MAATRCLRWGLSRAGVWLLPPPARCPRRALHKQKDGTEFKSIYSLDKLYPESQGSDTAWRVPNGAKQADSDIPLDRLTISYCRSSGPGGQNVNKVNSKAEVRFHLATAEWIAEPVRQKIAITHKNKINRLGELILTSESSRYQFRNLADCLQKIRDMITEASQTPKEPTKEDVKLHRIRIENMNRERLRQKRIHSAVKTSRRVDMD. Result: 0 (no interaction). (2) The miRNA is hsa-miR-5190 with sequence CCAGUGACUGAGCUGGAGCCA. The protein sequence of the target gene is MRRLPRALLLQLRLALLVAAGAPEVLVSAPRSLVWGPGLQAAVVLPVRYFYLQAVNSEGQNLTRSPAGETPFKVVVKSLSPKELVRIHVPKPLDRNDGTFLMRYRMYETVDEGLKIEVLYGDEHVAQSPYILKGPVYHEYCECPEDPQAWQKTLSCPTKEPQIAKDFASFPSINLQQMLKEVPKRFGDERGAIVHYTILNNHVYRRSLGKYTDFKMFSDEILLSLTRKVLLPDLEFYVNLGDWPLEHRKVNGTPSPIPIISWCGSLDSRDVVLPTYDITHSMLEAMRGVTNDLLSIQGNT.... Result: 1 (interaction). (3) The miRNA is hsa-miR-1260a with sequence AUCCCACCUCUGCCACCA. The protein sequence of the target gene is MPGGKRGLVAPQNTFLENIVRRSSESSFLLGNAQIVDWPVVYSNDGFCKLSGYHRADVMQKSSTCSFMYGELTDKKTIEKVRQTFDNYESNCFEVLLYKKNRTPVWFYMQIAPIRNEHEKVVLFLCTFKDITLFKQPIEDDSTKGWTKFARLTRALTNSRSVLQQLTPMNKTEVVHKHSRLAEVLQLGSDILPQYKQEAPKTPPHIILHYCAFKTTWDWVILILTFYTAIMVPYNVSFKTKQNNIAWLVLDSVVDVIFLVDIVLNFHTTFVGPGGEVISDPKLIRMNYLKTWFVIDLLSC.... Result: 0 (no interaction).